Dataset: Full USPTO retrosynthesis dataset with 1.9M reactions from patents (1976-2016). Task: Predict the reactants needed to synthesize the given product. (1) Given the product [Cl:1][C:2]1[CH:3]=[N:4][C:5]([S:12]([CH3:16])(=[O:14])=[O:11])=[N:6][CH:7]=1, predict the reactants needed to synthesize it. The reactants are: [Cl:1][C:2]1[CH:3]=[N:4][C:5](SC)=[N:6][CH:7]=1.O[O:11][S:12]([O-:14])=O.[K+].[CH3:16]O. (2) The reactants are: [Cl:1][C:2]1[CH:11]=[C:10]2[C:5]([C:6]([NH:12][C:13]3[CH:14]=[C:15]([OH:19])[CH:16]=[CH:17][CH:18]=3)=[CH:7][CH:8]=[N:9]2)=[CH:4][CH:3]=1.[CH2:20]=O.[CH3:22][N:23]1[CH2:28][CH2:27][NH:26][CH2:25][CH2:24]1. Given the product [Cl:1][C:2]1[CH:11]=[C:10]2[C:5]([C:6]([NH:12][C:13]3[C:14]([CH2:22][N:23]4[CH2:28][CH2:27][N:26]([CH3:20])[CH2:25][CH2:24]4)=[C:15]([OH:19])[CH:16]=[CH:17][CH:18]=3)=[CH:7][CH:8]=[N:9]2)=[CH:4][CH:3]=1, predict the reactants needed to synthesize it. (3) Given the product [C:9]([C:13]1[CH:14]=[CH:15][C:16]([C:19](=[O:21])[CH2:20][C:1]([O:4][CH3:5])=[O:6])=[CH:17][CH:18]=1)([CH3:12])([CH3:10])[CH3:11], predict the reactants needed to synthesize it. The reactants are: [C:1](=[O:6])([O:4][CH3:5])OC.[H-].[Na+].[C:9]([C:13]1[CH:18]=[CH:17][C:16]([C:19](=[O:21])[CH3:20])=[CH:15][CH:14]=1)([CH3:12])([CH3:11])[CH3:10]. (4) Given the product [OH:8][C:9]1[CH:10]=[CH:11][C:12]2[C:13]3[N:21]=[C:20]([C:22]4[CH:27]=[CH:26][CH:25]=[CH:24][CH:23]=4)[CH:19]=[C:18]([C:28]([NH2:30])=[O:29])[C:14]=3[NH:15][C:16]=2[CH:17]=1, predict the reactants needed to synthesize it. The reactants are: C([O:8][C:9]1[CH:10]=[CH:11][C:12]2[C:13]3[N:21]=[C:20]([C:22]4[CH:27]=[CH:26][CH:25]=[CH:24][CH:23]=4)[CH:19]=[C:18]([C:28]([NH2:30])=[O:29])[C:14]=3[NH:15][C:16]=2[CH:17]=1)C1C=CC=CC=1.C([O-])=O.[NH4+]. (5) Given the product [Cl:34][C:35]1[CH:36]=[C:37]([CH:45]=[C:46]([Cl:48])[CH:47]=1)[O:38][CH:39]([CH2:43][CH3:44])[C:40]([NH:11][C:8]([CH3:10])([CH3:9])[C:7]#[C:6][CH2:5][CH2:4][CH2:3][Cl:2])=[O:41], predict the reactants needed to synthesize it. The reactants are: Cl.[Cl:2][CH2:3][CH2:4][CH2:5][C:6]#[C:7][C:8]([NH2:11])([CH3:10])[CH3:9].ON1C2C=CC=CC=2N=N1.Cl.CN(C)CCCN=C=NCC.[Cl:34][C:35]1[CH:36]=[C:37]([CH:45]=[C:46]([Cl:48])[CH:47]=1)[O:38][CH:39]([CH2:43][CH3:44])[C:40](O)=[O:41]. (6) Given the product [Br:21][C:9]1[C:5]([C:6]([OH:8])=[O:7])=[CH:4][C:3]([O:2][CH3:1])=[C:11]([C:12]([CH3:15])([CH3:14])[CH3:13])[CH:10]=1, predict the reactants needed to synthesize it. The reactants are: [CH3:1][O:2][C:3]1[CH:4]=[C:5]([CH:9]=[CH:10][C:11]=1[C:12]([CH3:15])([CH3:14])[CH3:13])[C:6]([OH:8])=[O:7].CC([O-])=O.[Na+].[Br:21]Br. (7) Given the product [NH2:35][C:31]1[CH:30]=[C:29]([CH2:28][CH2:27][N:11]2[C:10]3[N:9]=[C:8]([CH2:1][C:2]4[CH:3]=[CH:4][CH:5]=[CH:6][CH:7]=4)[N:16]([CH2:17][CH2:18][NH:19][CH2:20][CH3:21])[C:15]=3[C:14](=[O:22])[N:13]([CH2:23][CH2:24][CH3:25])[C:12]2=[O:26])[CH:34]=[CH:33][CH:32]=1, predict the reactants needed to synthesize it. The reactants are: [CH2:1]([C:8]1[N:16]([CH2:17][CH2:18][NH:19][CH2:20][CH3:21])[C:15]2[C:14](=[O:22])[N:13]([CH2:23][CH2:24][CH3:25])[C:12](=[O:26])[N:11]([CH2:27][CH2:28][C:29]3[CH:34]=[CH:33][CH:32]=[C:31]([N+:35]([O-])=O)[CH:30]=3)[C:10]=2[N:9]=1)[C:2]1[CH:7]=[CH:6][CH:5]=[CH:4][CH:3]=1.O.NN.[H][H].